From a dataset of Peptide-MHC class I binding affinity with 185,985 pairs from IEDB/IMGT. Regression. Given a peptide amino acid sequence and an MHC pseudo amino acid sequence, predict their binding affinity value. This is MHC class I binding data. (1) The peptide sequence is AFNKKTFDH. The MHC is H-2-Db with pseudo-sequence H-2-Db. The binding affinity (normalized) is 0. (2) The peptide sequence is HEKGINPNY. The MHC is HLA-B15:09 with pseudo-sequence HLA-B15:09. The binding affinity (normalized) is 0.0847.